This data is from TCR-epitope binding with 47,182 pairs between 192 epitopes and 23,139 TCRs. The task is: Binary Classification. Given a T-cell receptor sequence (or CDR3 region) and an epitope sequence, predict whether binding occurs between them. (1) The epitope is NEGVKAAW. The TCR CDR3 sequence is CSARDLGLAGDTDTQYF. Result: 0 (the TCR does not bind to the epitope). (2) The epitope is SEVGPEHSLAEY. The TCR CDR3 sequence is CASSPSRDSYNSPLHF. Result: 1 (the TCR binds to the epitope). (3) The epitope is EEHVQIHTI. The TCR CDR3 sequence is CASSSVDGTSGRVGELFF. Result: 1 (the TCR binds to the epitope). (4) The epitope is KLSALGINAV. The TCR CDR3 sequence is CSASEGGSFGYTF. Result: 0 (the TCR does not bind to the epitope). (5) The epitope is DATYQRTRALVR. The TCR CDR3 sequence is CASRVVEGIAEAFF. Result: 1 (the TCR binds to the epitope). (6) The epitope is SEPVLKGVKL. Result: 1 (the TCR binds to the epitope). The TCR CDR3 sequence is CASSQESRTVHTEAFF.